Dataset: Reaction yield outcomes from USPTO patents with 853,638 reactions. Task: Predict the reaction yield, written as a fraction of the theoretical maximum amount of product (1.0 means a 100% yield; for example, 0.34 means a 34% yield). (1) The reactants are [CH2:1]([OH:21])[CH2:2][CH:3]([CH2:5][CH2:6][CH2:7][CH:8]([CH2:10][CH2:11][CH2:12][CH:13]([CH2:15][CH2:16][CH2:17][CH:18]([CH3:20])[CH3:19])[CH3:14])[CH3:9])[CH3:4].[Cl:22][C:23](Cl)([O:25]C(=O)OC(Cl)(Cl)Cl)Cl.N1C=CC=CC=1. The catalyst is ClCCl. The product is [Cl:22][C:23]([O:21][CH2:1][CH2:2][CH:3]([CH2:5][CH2:6][CH2:7][CH:8]([CH2:10][CH2:11][CH2:12][CH:13]([CH2:15][CH2:16][CH2:17][CH:18]([CH3:20])[CH3:19])[CH3:14])[CH3:9])[CH3:4])=[O:25]. The yield is 0.887. (2) The reactants are [CH3:1][C:2]([CH3:19])([CH3:18])[C:3]([NH:5][C:6]1[CH:7]=[N:8][C:9]([N:12]2[CH2:17][CH2:16][O:15][CH2:14][CH2:13]2)=[CH:10][CH:11]=1)=[O:4].CN(C)CCN(C)C.C([Li])CCC.[I:33]I.C(=O)=O.O.O.O.O.O.S([O-])([O-])(=O)=S.[Na+].[Na+]. The catalyst is O1CCCC1.CCCCCC.O.C(OCC)C. The product is [I:33][C:11]1[CH:10]=[C:9]([N:12]2[CH2:17][CH2:16][O:15][CH2:14][CH2:13]2)[N:8]=[CH:7][C:6]=1[NH:5][C:3](=[O:4])[C:2]([CH3:19])([CH3:18])[CH3:1]. The yield is 0.370. (3) The yield is 0.447. The reactants are [NH2:1][C:2]1([CH2:19][CH2:20][OH:21])[C:15]2[CH:14]=[C:13]([Cl:16])[N:12]=[C:11]([F:17])[C:10]=2[O:9][C:8]2[C:3]1=[CH:4][C:5]([Br:18])=[CH:6][CH:7]=2.C([O-])(=O)C.[Na+].[N:27]#[C:28]Br. The product is [Br:18][C:5]1[CH:4]=[C:3]2[C:2]3([CH2:19][CH2:20][O:21][C:28]([NH2:27])=[N:1]3)[C:15]3[CH:14]=[C:13]([Cl:16])[N:12]=[C:11]([F:17])[C:10]=3[O:9][C:8]2=[CH:7][CH:6]=1. The catalyst is CCO. (4) The reactants are [CH2:1]([C:3]1[N:7]([C:8]2[N:16]=[C:15]3[C:11]([N:12]=[C:13]([C:18]4([O:26][CH3:27])[CH2:21][N:20]([C:22](=O)[CH2:23][OH:24])[CH2:19]4)[N:14]3[CH3:17])=[C:10]([N:28]3[CH2:33][CH2:32][O:31][CH2:30][CH2:29]3)[N:9]=2)[C:6]2[CH:34]=[CH:35][CH:36]=[CH:37][C:5]=2[N:4]=1)[CH3:2]. The catalyst is C1COCC1. The product is [CH2:1]([C:3]1[N:7]([C:8]2[N:16]=[C:15]3[C:11]([N:12]=[C:13]([C:18]4([O:26][CH3:27])[CH2:19][N:20]([CH2:22][CH2:23][OH:24])[CH2:21]4)[N:14]3[CH3:17])=[C:10]([N:28]3[CH2:33][CH2:32][O:31][CH2:30][CH2:29]3)[N:9]=2)[C:6]2[CH:34]=[CH:35][CH:36]=[CH:37][C:5]=2[N:4]=1)[CH3:2]. The yield is 0.860. (5) The reactants are [C:1]12([C:11]3[CH:30]=[CH:29][C:14]([O:15][CH2:16][C:17]([NH:19][C:20]4[CH:21]=[C:22]([CH:26]=[CH:27][CH:28]=4)[C:23](O)=[O:24])=[O:18])=[CH:13][CH:12]=3)[CH2:10][CH:5]3[CH2:6][CH:7]([CH2:9][CH:3]([CH2:4]3)[CH2:2]1)[CH2:8]2.[CH:31]1[C:40]2[C:35](=[CH:36][CH:37]=[CH:38][CH:39]=2)[CH:34]=[CH:33][C:32]=1[NH2:41].CCN(C(C)C)C(C)C.C(Cl)CCl.C1C=CC2N(O)N=NC=2C=1. The catalyst is CN(C=O)C.C(OCC)(=O)C. The product is [C:1]12([C:11]3[CH:30]=[CH:29][C:14]([O:15][CH2:16][C:17]([NH:19][C:20]4[CH:21]=[C:22]([CH:26]=[CH:27][CH:28]=4)[C:23]([NH:41][C:32]4[CH:33]=[CH:34][C:35]5[C:40](=[CH:39][CH:38]=[CH:37][CH:36]=5)[CH:31]=4)=[O:24])=[O:18])=[CH:13][CH:12]=3)[CH2:8][CH:7]3[CH2:9][CH:3]([CH2:4][CH:5]([CH2:6]3)[CH2:10]1)[CH2:2]2. The yield is 0.615. (6) The catalyst is C1COCC1. The product is [NH:13]([C:18]([O:20][C:21]([CH3:24])([CH3:23])[CH3:22])=[O:19])[CH2:14][C:15]([NH:25][C:26]1[CH:31]=[CH:30][CH:29]=[CH:28][CH:27]=1)=[O:17]. The reactants are CCN=C=NCCCN(C)C.Cl.[NH:13]([C:18]([O:20][C:21]([CH3:24])([CH3:23])[CH3:22])=[O:19])[CH2:14][C:15]([OH:17])=O.[NH2:25][C:26]1[CH:31]=[CH:30][CH:29]=[CH:28][CH:27]=1. The yield is 0.969.